From a dataset of Full USPTO retrosynthesis dataset with 1.9M reactions from patents (1976-2016). Predict the reactants needed to synthesize the given product. (1) Given the product [CH3:15][C:4]1[CH:5]=[C:6]([O:8][C:9]2[CH:14]=[N:13][CH:12]=[CH:11][N:10]=2)[CH:7]=[C:2]([CH3:1])[C:3]=1[C:16]1[N:17]=[C:18]([NH:21][C:30](=[O:37])[C:31]2[CH:36]=[CH:35][N:34]=[CH:33][CH:32]=2)[S:19][CH:20]=1, predict the reactants needed to synthesize it. The reactants are: [CH3:1][C:2]1[CH:7]=[C:6]([O:8][C:9]2[CH:14]=[N:13][CH:12]=[CH:11][N:10]=2)[CH:5]=[C:4]([CH3:15])[C:3]=1[C:16]1[N:17]=[C:18]([NH2:21])[S:19][CH:20]=1.C(N(CC)CC)C.Cl.[C:30](Cl)(=[O:37])[C:31]1[CH:36]=[CH:35][N:34]=[CH:33][CH:32]=1. (2) The reactants are: [CH2:1]([NH:3][C:4](=[O:51])[NH:5][C:6]1[N:11]=[CH:10][C:9]([C:12]2[CH:13]=[C:14]3[C:19](=[CH:20][CH:21]=2)[N:18]([CH2:22][C@H:23]2[CH2:27][CH2:26][N:25]([CH2:28][CH2:29][N:30]4[CH2:35][CH2:34][O:33][CH2:32][CH2:31]4)[CH2:24]2)[CH:17]=[C:16]([C:36]([O:38]CC)=[O:37])[C:15]3=[O:41])=[C:8]([C:42]2[S:43][CH:44]=[C:45]([C:47]([F:50])([F:49])[F:48])[N:46]=2)[CH:7]=1)[CH3:2].[OH-].[Na+]. Given the product [CH2:1]([NH:3][C:4](=[O:51])[NH:5][C:6]1[N:11]=[CH:10][C:9]([C:12]2[CH:13]=[C:14]3[C:19](=[CH:20][CH:21]=2)[N:18]([CH2:22][C@H:23]2[CH2:27][CH2:26][N:25]([CH2:28][CH2:29][N:30]4[CH2:35][CH2:34][O:33][CH2:32][CH2:31]4)[CH2:24]2)[CH:17]=[C:16]([C:36]([OH:38])=[O:37])[C:15]3=[O:41])=[C:8]([C:42]2[S:43][CH:44]=[C:45]([C:47]([F:50])([F:48])[F:49])[N:46]=2)[CH:7]=1)[CH3:2], predict the reactants needed to synthesize it. (3) Given the product [F:2][C:3]1[CH:4]=[CH:5][C:6]([CH2:9][C:10](=[O:15])[CH2:11][N:12]2[CH:14]=[CH:17][N:16]=[CH:13]2)=[CH:7][CH:8]=1, predict the reactants needed to synthesize it. The reactants are: Cl.[F:2][C:3]1[CH:8]=[CH:7][C:6]([CH2:9][C:10](=[O:15])[CH2:11][N:12]([CH3:14])[CH3:13])=[CH:5][CH:4]=1.[NH:16]1C=CN=[CH:17]1. (4) Given the product [C:20]([NH:1][CH2:2][CH2:3][C:4]1[C:12]2[C:7](=[CH:8][CH:9]=[CH:10][CH:11]=2)[NH:6][CH:5]=1)([C:21]1[CH:26]=[CH:25][CH:24]=[CH:23][CH:22]=1)([C:33]1[CH:34]=[CH:35][CH:36]=[CH:37][CH:38]=1)[C:27]1[CH:28]=[CH:29][CH:30]=[CH:31][CH:32]=1, predict the reactants needed to synthesize it. The reactants are: [NH2:1][CH2:2][CH2:3][C:4]1[C:12]2[C:7](=[CH:8][CH:9]=[CH:10][CH:11]=2)[NH:6][CH:5]=1.C(N(CC)CC)C.[C:20](Cl)([C:33]1[CH:38]=[CH:37][CH:36]=[CH:35][CH:34]=1)([C:27]1[CH:32]=[CH:31][CH:30]=[CH:29][CH:28]=1)[C:21]1[CH:26]=[CH:25][CH:24]=[CH:23][CH:22]=1. (5) Given the product [CH:1]1([C:4]2[CH:5]=[C:6]([NH:7][C:13](=[O:14])[O:15][C:16]3[CH:21]=[CH:20][CH:19]=[CH:18][CH:17]=3)[CH:8]=[CH:9][C:10]=2[F:11])[CH2:3][CH2:2]1, predict the reactants needed to synthesize it. The reactants are: [CH:1]1([C:4]2[CH:5]=[C:6]([CH:8]=[CH:9][C:10]=2[F:11])[NH2:7])[CH2:3][CH2:2]1.Cl[C:13]([O:15][C:16]1[CH:21]=[CH:20][CH:19]=[CH:18][CH:17]=1)=[O:14].N1C=CC=CC=1.O. (6) Given the product [C:11]([O:10][C:8]([N:7]1[C@H:6]2[CH2:15][CH2:16][CH2:17][CH2:18][C@H:5]2[N:4]=[C:3]1[NH:24][CH2:23][C:22]1[CH:25]=[CH:26][CH:27]=[C:20]([F:19])[CH:21]=1)=[O:9])([CH3:14])([CH3:13])[CH3:12], predict the reactants needed to synthesize it. The reactants are: CS[C:3]1[N:7]([C:8]([O:10][C:11]([CH3:14])([CH3:13])[CH3:12])=[O:9])[C@H:6]2[CH2:15][CH2:16][CH2:17][CH2:18][C@H:5]2[N:4]=1.[F:19][C:20]1[CH:21]=[C:22]([CH:25]=[CH:26][CH:27]=1)[CH2:23][NH2:24].